This data is from Reaction yield outcomes from USPTO patents with 853,638 reactions. The task is: Predict the reaction yield, written as a fraction of the theoretical maximum amount of product (1.0 means a 100% yield; for example, 0.34 means a 34% yield). (1) The reactants are [C:1]1(C2C=CC=CC=2)[CH:6]=[CH:5][CH:4]=[C:3]([NH:7]C(=O)CCCCCNC(=O)CCBr)[CH:2]=1.C([C@@H]1NC2C(=CC=CC=2)N[C:35]1=[O:44])C1C=CC=CC=1.[Br:45][C:46]1[CH:47]=[C:48]([S:52](Cl)(=[O:54])=[O:53])[CH:49]=[CH:50][CH:51]=1.[CH2:56]([O:63]CC(Cl)=O)C1C=CC=CC=1. The catalyst is CN(C1C=CN=CC=1)C. The product is [Br:45][C:46]1[CH:47]=[C:48]([S:52]([NH:7][C:3]2[CH:4]=[CH:5][C:6]([O:63][CH3:56])=[C:1]([O:44][CH3:35])[CH:2]=2)(=[O:54])=[O:53])[CH:49]=[CH:50][CH:51]=1. The yield is 0.800. (2) The reactants are [CH2:1](C([SnH3])=C(CCCC)CCCC)[CH2:2]CC.Br[C:17]1[CH:22]=[C:21]([O:23][CH:24]([F:26])[F:25])[CH:20]=[C:19]([F:27])[CH:18]=1.[Cl-].[Li+].[OH-].[Na+]. The catalyst is C1COCC1.Cl[Pd](Cl)([P](C1C=CC=CC=1)(C1C=CC=CC=1)C1C=CC=CC=1)[P](C1C=CC=CC=1)(C1C=CC=CC=1)C1C=CC=CC=1. The product is [F:27][C:19]1[CH:18]=[C:17]([CH:1]=[CH2:2])[CH:22]=[C:21]([O:23][CH:24]([F:26])[F:25])[CH:20]=1. The yield is 0.570. (3) The reactants are C(N)(=O)C1C=CC=CC=1.[F:10][C:11]1[CH:16]=[CH:15][C:14]([C@@:17]([NH:36][C:37](=[O:48])[C:38]2[CH:43]=[CH:42][CH:41]=[C:40]([C:44]([F:47])([F:46])[F:45])[CH:39]=2)([C:25]2[CH:30]=[C:29]([C:31]([F:34])([F:33])[F:32])[CH:28]=[C:27]([F:35])[CH:26]=2)[CH2:18][C:19]2[CH:24]=[CH:23][CH:22]=[CH:21][CH:20]=2)=[CH:13][C:12]=1[OH:49].Br[C:51]([CH3:57])([CH3:56])[C:52]([O:54][CH3:55])=[O:53].C([O-])([O-])=O.[K+].[K+]. The catalyst is CN(C=O)C.CCOC(C)=O. The product is [F:10][C:11]1[CH:16]=[CH:15][C:14]([C@:17]([C:25]2[CH:30]=[C:29]([C:31]([F:32])([F:34])[F:33])[CH:28]=[C:27]([F:35])[CH:26]=2)([NH:36][C:37](=[O:48])[C:38]2[CH:43]=[CH:42][CH:41]=[C:40]([C:44]([F:45])([F:46])[F:47])[CH:39]=2)[CH2:18][C:19]2[CH:20]=[CH:21][CH:22]=[CH:23][CH:24]=2)=[CH:13][C:12]=1[O:49][C:51]([CH3:57])([CH3:56])[C:52]([O:54][CH3:55])=[O:53]. The yield is 0.290. (4) The reactants are [C:1]([O:5][C:6](=[O:18])[NH:7][CH2:8][CH2:9][CH2:10][NH:11][C:12]([N:14]=[C:15](N)[CH3:16])=[S:13])([CH3:4])([CH3:3])[CH3:2].Br[CH2:20][C:21]([C:23]1[CH:28]=[CH:27][CH:26]=[CH:25][C:24]=1[CH2:29][CH3:30])=[O:22].C(N(CC)CC)C. The catalyst is CN(C)C=O.ClCCl. The product is [C:1]([O:5][C:6](=[O:18])[NH:7][CH2:8][CH2:9][CH2:10][NH:11][C:12]1[S:13][C:20]([C:21](=[O:22])[C:23]2[CH:28]=[CH:27][CH:26]=[CH:25][C:24]=2[CH2:29][CH3:30])=[C:15]([CH3:16])[N:14]=1)([CH3:4])([CH3:2])[CH3:3]. The yield is 0.490. (5) The reactants are [Cl-].O[NH3+:3].[C:4](=[O:7])([O-])[OH:5].[Na+].CS(C)=O.[Si]([O:20][C:21]1([CH2:24][O:25][C@H:26]2[CH2:31][CH2:30][C@H:29]([N:32]3[C:37](=[O:38])[C:36]([CH2:39][C:40]4[CH:45]=[CH:44][C:43]([C:46]5[C:47]([C:52]#[N:53])=[CH:48][CH:49]=[CH:50][CH:51]=5)=[CH:42][CH:41]=4)=[C:35]([CH2:54][CH2:55][CH3:56])[N:34]4[N:57]=[C:58]([CH3:60])[N:59]=[C:33]34)[CH2:28][CH2:27]2)[CH2:23][CH2:22]1)(C(C)(C)C)(C)C. The catalyst is O.C(OCC)(=O)C. The product is [OH:20][C:21]1([CH2:24][O:25][C@H:26]2[CH2:27][CH2:28][C@H:29]([N:32]3[C:37](=[O:38])[C:36]([CH2:39][C:40]4[CH:41]=[CH:42][C:43]([C:46]5[CH:51]=[CH:50][CH:49]=[CH:48][C:47]=5[C:52]5[NH:3][C:4](=[O:7])[O:5][N:53]=5)=[CH:44][CH:45]=4)=[C:35]([CH2:54][CH2:55][CH3:56])[N:34]4[N:57]=[C:58]([CH3:60])[N:59]=[C:33]34)[CH2:30][CH2:31]2)[CH2:23][CH2:22]1. The yield is 0.350. (6) The reactants are C([N:3]([CH2:15][CH3:16])[C:4](=[O:14])[C:5]1[CH:10]=[CH:9][C:8]([O:11][CH3:12])=[CH:7][C:6]=1C)C.C([Li])(C)(C)C.CCCCC.[CH3:27][N:28](C)[C:29]#N. The product is [CH3:27][N:28]([CH3:29])[C:15]1[N:3]=[C:4]([OH:14])[C:5]2[C:6]([CH:16]=1)=[CH:7][C:8]([O:11][CH3:12])=[CH:9][CH:10]=2. The catalyst is C1COCC1. The yield is 0.710. (7) The reactants are [Si]([O:8][CH2:9][C:10]1([CH3:38])[S:16][CH2:15][CH2:14][N:13]2[C:17]([C:20]3([C:23]4[CH:28]=[CH:27][C:26](B5OC(C)(C)C(C)(C)O5)=[CH:25][CH:24]=4)[CH2:22][CH2:21]3)=[N:18][N:19]=[C:12]2[CH2:11]1)(C(C)(C)C)(C)C.Br[C:40]1[C:41]([C:46]([F:49])([F:48])[F:47])=[N:42][CH:43]=[CH:44][CH:45]=1.C(=O)([O-])[O-].[K+].[K+].C(=O)([O-])O.[Na+]. The catalyst is C(COC)OC.O.C1C=CC([P]([Pd]([P](C2C=CC=CC=2)(C2C=CC=CC=2)C2C=CC=CC=2)([P](C2C=CC=CC=2)(C2C=CC=CC=2)C2C=CC=CC=2)[P](C2C=CC=CC=2)(C2C=CC=CC=2)C2C=CC=CC=2)(C2C=CC=CC=2)C2C=CC=CC=2)=CC=1. The product is [CH3:38][C:10]1([CH2:9][OH:8])[S:16][CH2:15][CH2:14][N:13]2[C:17]([C:20]3([C:23]4[CH:28]=[CH:27][C:26]([C:40]5[C:41]([C:46]([F:49])([F:48])[F:47])=[N:42][CH:43]=[CH:44][CH:45]=5)=[CH:25][CH:24]=4)[CH2:22][CH2:21]3)=[N:18][N:19]=[C:12]2[CH2:11]1. The yield is 0.320. (8) The reactants are [CH:1]1([O:4][C:5]2[CH:6]=[C:7]([C:15]3[N:32]([CH2:33][O:34][CH2:35][CH2:36][Si:37]([CH3:40])([CH3:39])[CH3:38])[C:18]4[CH:19]=[N:20][N:21]([CH2:24][O:25][CH2:26][CH2:27][Si:28]([CH3:31])([CH3:30])[CH3:29])[C:22](=[O:23])[C:17]=4[C:16]=3[CH:41]=O)[CH:8]=[CH:9][C:10]=2[O:11][CH:12]([F:14])[F:13])[CH2:3][CH2:2]1.[Br-].[CH:44]1([CH2:47][P+](C2C=CC=CC=2)(C2C=CC=CC=2)C2C=CC=CC=2)[CH2:46][CH2:45]1. No catalyst specified. The product is [CH:1]1([O:4][C:5]2[CH:6]=[C:7]([C:15]3[N:32]([CH2:33][O:34][CH2:35][CH2:36][Si:37]([CH3:40])([CH3:38])[CH3:39])[C:18]4[CH:19]=[N:20][N:21]([CH2:24][O:25][CH2:26][CH2:27][Si:28]([CH3:31])([CH3:30])[CH3:29])[C:22](=[O:23])[C:17]=4[C:16]=3[CH:41]=[CH:47][CH:44]3[CH2:46][CH2:45]3)[CH:8]=[CH:9][C:10]=2[O:11][CH:12]([F:14])[F:13])[CH2:2][CH2:3]1. The yield is 0.710. (9) The reactants are C(Cl)(=O)C(Cl)=O.[O:7]=[C:8]([C:12]1[S:13][CH:14]=[CH:15][CH:16]=1)[C:9]([OH:11])=[O:10].[N:17]12[CH2:24][CH2:23][CH:20]([CH2:21][CH2:22]1)[C@@H:19](O)[CH2:18]2. The catalyst is CN(C)C=O.C(Cl)(Cl)Cl. The product is [N:17]12[CH2:24][CH2:23][CH:20]([CH2:21][CH2:22]1)[C@@H:19]([O:10][C:9](=[O:11])[C:8](=[O:7])[C:12]1[S:13][CH:14]=[CH:15][CH:16]=1)[CH2:18]2. The yield is 0.926. (10) The reactants are F.F.F.C(N(CC)CC)C.C(N(CC)CC)C.[Si]([O:35][CH2:36][C@H:37]1[O:41][C@@H:40]([N:42]2[CH:49]=[C:48]([CH3:50])[C:46](=[O:47])[NH:45][C:43]2=[O:44])[C@H:39]([O:51][CH2:52][CH2:53][O:54][N:55]([CH3:57])[CH3:56])[C@@H:38]1[OH:58])(C(C)(C)C)(C1C=CC=CC=1)C1C=CC=CC=1.CO. The catalyst is C1COCC1.C(Cl)Cl. The product is [CH3:56][N:55]([CH3:57])[O:54][CH2:53][CH2:52][O:51][C@@H:39]1[C@H:38]([OH:58])[C@@H:37]([CH2:36][OH:35])[O:41][C@H:40]1[N:42]1[CH:49]=[C:48]([CH3:50])[C:46](=[O:47])[NH:45][C:43]1=[O:44]. The yield is 0.925.